The task is: Regression. Given two drug SMILES strings and cell line genomic features, predict the synergy score measuring deviation from expected non-interaction effect.. This data is from NCI-60 drug combinations with 297,098 pairs across 59 cell lines. (1) Drug 1: CN(C)C1=NC(=NC(=N1)N(C)C)N(C)C. Drug 2: CC12CCC3C(C1CCC2O)C(CC4=C3C=CC(=C4)O)CCCCCCCCCS(=O)CCCC(C(F)(F)F)(F)F. Cell line: CCRF-CEM. Synergy scores: CSS=-10.4, Synergy_ZIP=-0.594, Synergy_Bliss=-13.1, Synergy_Loewe=-16.1, Synergy_HSA=-15.8. (2) Drug 1: C1=NC2=C(N=C(N=C2N1C3C(C(C(O3)CO)O)O)F)N. Synergy scores: CSS=25.6, Synergy_ZIP=-10.3, Synergy_Bliss=-4.51, Synergy_Loewe=-6.80, Synergy_HSA=-1.04. Cell line: HOP-92. Drug 2: CCC1(C2=C(COC1=O)C(=O)N3CC4=CC5=C(C=CC(=C5CN(C)C)O)N=C4C3=C2)O.Cl. (3) Drug 1: CCCS(=O)(=O)NC1=C(C(=C(C=C1)F)C(=O)C2=CNC3=C2C=C(C=N3)C4=CC=C(C=C4)Cl)F. Drug 2: CCN(CC)CCNC(=O)C1=C(NC(=C1C)C=C2C3=C(C=CC(=C3)F)NC2=O)C. Cell line: IGROV1. Synergy scores: CSS=1.34, Synergy_ZIP=-1.35, Synergy_Bliss=-1.41, Synergy_Loewe=-3.29, Synergy_HSA=-2.92. (4) Drug 1: C1=C(C(=O)NC(=O)N1)F. Drug 2: C1CN(CCN1C(=O)CCBr)C(=O)CCBr. Cell line: SK-OV-3. Synergy scores: CSS=21.8, Synergy_ZIP=-0.981, Synergy_Bliss=-1.49, Synergy_Loewe=-2.85, Synergy_HSA=-0.772. (5) Drug 1: C(=O)(N)NO. Drug 2: C1CN(CCN1C(=O)CCBr)C(=O)CCBr. Cell line: SR. Synergy scores: CSS=56.9, Synergy_ZIP=1.42, Synergy_Bliss=2.72, Synergy_Loewe=-18.3, Synergy_HSA=3.06. (6) Drug 1: CC1=C(C=C(C=C1)NC2=NC=CC(=N2)N(C)C3=CC4=NN(C(=C4C=C3)C)C)S(=O)(=O)N.Cl. Drug 2: CC1OCC2C(O1)C(C(C(O2)OC3C4COC(=O)C4C(C5=CC6=C(C=C35)OCO6)C7=CC(=C(C(=C7)OC)O)OC)O)O. Cell line: MOLT-4. Synergy scores: CSS=66.5, Synergy_ZIP=0.193, Synergy_Bliss=0.0562, Synergy_Loewe=-24.2, Synergy_HSA=0.631. (7) Drug 1: C1CC(=O)NC(=O)C1N2CC3=C(C2=O)C=CC=C3N. Drug 2: CCC1(CC2CC(C3=C(CCN(C2)C1)C4=CC=CC=C4N3)(C5=C(C=C6C(=C5)C78CCN9C7C(C=CC9)(C(C(C8N6C=O)(C(=O)OC)O)OC(=O)C)CC)OC)C(=O)OC)O.OS(=O)(=O)O. Cell line: KM12. Synergy scores: CSS=22.4, Synergy_ZIP=-13.1, Synergy_Bliss=-15.6, Synergy_Loewe=-35.8, Synergy_HSA=-12.4.